Dataset: Reaction yield outcomes from USPTO patents with 853,638 reactions. Task: Predict the reaction yield, written as a fraction of the theoretical maximum amount of product (1.0 means a 100% yield; for example, 0.34 means a 34% yield). (1) The reactants are [N+:1]([O-:4])(O)=[O:2].[CH3:5][O:6][C:7](=[O:21])[C:8]1[CH:13]=[C:12]([Cl:14])[C:11]([NH:15][C:16](=[O:18])[CH3:17])=[CH:10][C:9]=1[O:19][CH3:20]. The catalyst is CCOC(C)=O. The product is [CH3:5][O:6][C:7](=[O:21])[C:8]1[CH:13]=[C:12]([Cl:14])[C:11]([NH:15][C:16](=[O:18])[CH3:17])=[C:10]([N+:1]([O-:4])=[O:2])[C:9]=1[O:19][CH3:20]. The yield is 0.910. (2) The reactants are [F:1][C:2]1[CH:9]=[C:8]([OH:10])[CH:7]=[C:6]([F:11])[C:3]=1[CH:4]=[O:5].C([O-])([O-])=O.[K+].[K+].Br[CH2:19][C:20]#[N:21]. The catalyst is CN(C=O)C. The product is [F:1][C:2]1[CH:9]=[C:8]([CH:7]=[C:6]([F:11])[C:3]=1[CH:4]=[O:5])[O:10][CH2:19][C:20]#[N:21]. The yield is 0.830. (3) The reactants are [CH3:1][O:2][C:3]1[CH:4]=[C:5]2[C:10](=[CH:11][C:12]=1[O:13][CH3:14])[N:9]=[CH:8][CH:7]=[C:6]2[O:15][C:16]1[CH:21]=[CH:20][C:19]([NH:22][C:23](=O)[CH2:24][O:25][C:26]2[CH:31]=[CH:30][CH:29]=[C:28]([CH3:32])[CH:27]=2)=[CH:18][CH:17]=1.Cl.[OH-].[Na+]. The catalyst is O1CCCC1. The product is [CH3:1][O:2][C:3]1[CH:4]=[C:5]2[C:10](=[CH:11][C:12]=1[O:13][CH3:14])[N:9]=[CH:8][CH:7]=[C:6]2[O:15][C:16]1[CH:17]=[CH:18][C:19]([NH:22][CH2:23][CH2:24][O:25][C:26]2[CH:31]=[CH:30][CH:29]=[C:28]([CH3:32])[CH:27]=2)=[CH:20][CH:21]=1. The yield is 0.800. (4) The reactants are [CH2:1]([N:5]([CH2:21][CH2:22][CH2:23][CH3:24])[C:6]1[CH:11]=[CH:10][C:9]([CH:12]=[CH:13][C:14]2[S:15][CH:16]=[CH:17][CH:18]=2)=[C:8]([O:19][CH3:20])[CH:7]=1)[CH2:2][CH2:3][CH3:4].C([Li])CCC.CN(C)[CH:32]=[O:33]. The catalyst is O1CCCC1. The product is [CH2:21]([N:5]([CH2:1][CH2:2][CH2:3][CH3:4])[C:6]1[CH:11]=[CH:10][C:9]([CH:12]=[CH:13][C:14]2[S:15][C:16]([CH:32]=[O:33])=[CH:17][CH:18]=2)=[C:8]([O:19][CH3:20])[CH:7]=1)[CH2:22][CH2:23][CH3:24]. The yield is 0.792.